From a dataset of Forward reaction prediction with 1.9M reactions from USPTO patents (1976-2016). Predict the product of the given reaction. (1) Given the reactants [CH2:1]([N:4]1[CH2:9][CH2:8][N:7]([C:10]2[CH:15]=[CH:14][C:13]([C:16](=[O:18])[CH3:17])=[CH:12][CH:11]=2)[CH2:6][CH2:5]1)[CH2:2][CH3:3].[OH-:19].[Na+], predict the reaction product. The product is: [CH2:3]([O:19][C:10]1[CH:15]=[CH:14][C:13](/[CH:16]=[CH:17]/[C:16]([C:13]2[CH:14]=[CH:15][C:10]([N:7]3[CH2:8][CH2:9][N:4]([CH2:1][CH2:2][CH3:3])[CH2:5][CH2:6]3)=[CH:11][CH:12]=2)=[O:18])=[CH:12][CH:11]=1)[C:2]#[CH:1]. (2) Given the reactants [CH3:1][O:2][C:3]1[C:8](I)=[CH:7][C:6]([C:10](=[O:26])[NH:11][CH2:12][CH2:13][CH2:14][CH2:15][CH2:16][CH2:17][CH2:18][CH2:19][C:20]2[CH:25]=[CH:24][CH:23]=[CH:22][CH:21]=2)=[CH:5][C:4]=1I.[CH:28]([C:30]1[CH:31]=[C:32](B(O)O)[CH:33]=[CH:34][CH:35]=1)=[O:29], predict the reaction product. The product is: [CH:28]([C:30]1[CH:31]=[C:32]([C:4]2[CH:5]=[C:6]([C:10](=[O:26])[NH:11][CH2:12][CH2:13][CH2:14][CH2:15][CH2:16][CH2:17][CH2:18][CH2:19][C:20]3[CH:25]=[CH:24][CH:23]=[CH:22][CH:21]=3)[CH:7]=[C:8]([C:4]3[CH:3]=[CH:8][CH:7]=[C:6]([CH:10]=[O:26])[CH:5]=3)[C:3]=2[O:2][CH3:1])[CH:33]=[CH:34][CH:35]=1)=[O:29]. (3) Given the reactants Br[CH2:2][C:3]1[CH:8]=[CH:7][C:6]([NH:9][C:10](=[O:15])[C:11]([F:14])([F:13])[F:12])=[CH:5][C:4]=1[C:16]([F:19])([F:18])[F:17].[CH2:20]([N:22]1[CH2:27][CH2:26][NH:25][CH2:24][CH2:23]1)[CH3:21].CO.C(Cl)Cl, predict the reaction product. The product is: [CH2:20]([N:22]1[CH2:27][CH2:26][N:25]([CH2:2][C:3]2[CH:8]=[CH:7][C:6]([NH:9][C:10](=[O:15])[C:11]([F:14])([F:13])[F:12])=[CH:5][C:4]=2[C:16]([F:19])([F:18])[F:17])[CH2:24][CH2:23]1)[CH3:21].